From a dataset of Retrosynthesis with 50K atom-mapped reactions and 10 reaction types from USPTO. Predict the reactants needed to synthesize the given product. (1) Given the product COC(=O)c1ccccc1-c1ccc(Cn2c(C3CC3)nc3c(C)ccnc32)cc1, predict the reactants needed to synthesize it. The reactants are: COC(=O)c1ccccc1-c1ccc(CBr)cc1.Cc1ccnc2[nH]c(C3CC3)nc12. (2) Given the product COc1cc2ccnc(CSc3nc4ccccc4n3COC(=O)C(C)(C)C)c2cc1OCC(F)(F)F, predict the reactants needed to synthesize it. The reactants are: CC(C)(C)C(=O)OCCl.COc1cc2ccnc(CSc3nc4ccccc4[nH]3)c2cc1OCC(F)(F)F.